From a dataset of Reaction yield outcomes from USPTO patents with 853,638 reactions. Predict the reaction yield, written as a fraction of the theoretical maximum amount of product (1.0 means a 100% yield; for example, 0.34 means a 34% yield). (1) The reactants are [OH:1][C:2]1[N:10]=[CH:9][CH:8]=[CH:7][C:3]=1[C:4]([OH:6])=[O:5].[OH-].[K+].CO.I[CH2:16][CH2:17][CH2:18][CH3:19]. The catalyst is O.Cl. The product is [CH2:16]([N:10]1[CH:9]=[CH:8][CH:7]=[C:3]([C:4]([OH:6])=[O:5])[C:2]1=[O:1])[CH2:17][CH2:18][CH3:19]. The yield is 0.390. (2) The reactants are [C:1]([N:4]1[CH2:9][CH2:8][N:7]2[N:10]=[C:11]([NH:13][C:14]3[C:15](=[O:30])[N:16]([CH3:29])[CH:17]=[C:18](B4OC(C)(C)C(C)(C)O4)[CH:19]=3)[CH:12]=[C:6]2[CH2:5]1)(=[O:3])[CH3:2].[C:31]([O:34][CH2:35][C:36]1[C:37]([N:45]2[CH2:57][CH2:56][N:48]3[C:49]4[CH2:50][CH2:51][CH2:52][CH2:53][C:54]=4[CH:55]=[C:47]3[C:46]2=[O:58])=[N:38][CH:39]=[CH:40][C:41]=1B(O)O)(=[O:33])[CH3:32].C([O-])(=O)C.[Na+].[O-]P([O-])([O-])=O.[K+].[K+].[K+]. The catalyst is C1C=CC(P(C2C=CC=CC=2)[C-]2C=CC=C2)=CC=1.C1C=CC(P(C2C=CC=CC=2)[C-]2C=CC=C2)=CC=1.Cl[Pd]Cl.[Fe+2].C(#N)C.O. The product is [C:31]([O:34][CH2:35][C:36]1[C:37]([N:45]2[CH2:57][CH2:56][N:48]3[C:49]4[CH2:50][CH2:51][CH2:52][CH2:53][C:54]=4[CH:55]=[C:47]3[C:46]2=[O:58])=[N:38][CH:39]=[CH:40][C:41]=1[C:18]1[CH:19]=[C:14]([NH:13][C:11]2[CH:12]=[C:6]3[CH2:5][N:4]([C:1](=[O:3])[CH3:2])[CH2:9][CH2:8][N:7]3[N:10]=2)[C:15](=[O:30])[N:16]([CH3:29])[CH:17]=1)(=[O:33])[CH3:32]. The yield is 0.480. (3) The reactants are C[N:2](C)/[C:3](/[CH3:14])=[CH:4]/[C:5]([C:7]1[CH:12]=[CH:11][C:10]([CH3:13])=[CH:9][CH:8]=1)=O.[NH:16]([C:18]1[CH:19]=[C:20]([CH:23]=[CH:24][N:25]=1)[C:21]#[N:22])N.CC(O)=O. The catalyst is CCO. The product is [CH3:14][C:3]1[CH:4]=[C:5]([C:7]2[CH:12]=[CH:11][C:10]([CH3:13])=[CH:9][CH:8]=2)[N:16]([C:18]2[CH:19]=[C:20]([C:21]#[N:22])[CH:23]=[CH:24][N:25]=2)[N:2]=1. The yield is 0.556.